The task is: Predict the product of the given reaction.. This data is from Forward reaction prediction with 1.9M reactions from USPTO patents (1976-2016). (1) Given the reactants [NH2:1][CH2:2][CH2:3][C:4]1[CH:9]=[CH:8][C:7]([OH:10])=[CH:6][CH:5]=1.[N+:11]([O-])([OH:13])=[O:12].FC(F)(F)C(O)=O, predict the reaction product. The product is: [N+:11]([C:9]1[CH:8]=[C:7]([OH:10])[CH:6]=[CH:5][C:4]=1[CH2:3][CH2:2][NH2:1])([O-:13])=[O:12]. (2) Given the reactants [NH:1]1[CH2:7][CH2:6][CH2:5][CH2:4][CH2:3][CH2:2]1.[C:8]([O:12][C:13](=[O:23])[NH:14][C@@H:15]1[CH2:20][CH2:19][CH2:18][CH2:17][C@H:16]1[CH:21]=O)([CH3:11])([CH3:10])[CH3:9].C(O[BH-](OC(=O)C)OC(=O)C)(=O)C.[Na+].[OH-].[Na+], predict the reaction product. The product is: [C:8]([O:12][C:13](=[O:23])[NH:14][C@@H:15]1[CH2:20][CH2:19][CH2:18][CH2:17][C@H:16]1[CH2:21][N:1]1[CH2:7][CH2:6][CH2:5][CH2:4][CH2:3][CH2:2]1)([CH3:11])([CH3:9])[CH3:10]. (3) Given the reactants C([O:3][C:4](=[O:31])[CH2:5][CH2:6][C:7]1[CH:12]=[CH:11][CH:10]=[C:9]([CH:13]2[CH2:17][CH2:16][CH:15]([NH:18][CH:19]([C:21]3[C:30]4[C:25](=[CH:26][CH:27]=[CH:28][CH:29]=4)[CH:24]=[CH:23][CH:22]=3)[CH3:20])[CH2:14]2)[CH:8]=1)C.[ClH:32], predict the reaction product. The product is: [ClH:32].[C:21]1([C@H:19]([NH:18][CH:15]2[CH2:16][CH2:17][CH:13]([C:9]3[CH:8]=[C:7]([CH2:6][CH2:5][C:4]([OH:31])=[O:3])[CH:12]=[CH:11][CH:10]=3)[CH2:14]2)[CH3:20])[C:30]2[C:25](=[CH:26][CH:27]=[CH:28][CH:29]=2)[CH:24]=[CH:23][CH:22]=1. (4) Given the reactants C(Cl)CCl.[Br:5][C:6]1[CH:7]=[C:8]([NH2:13])[CH:9]=[N:10][C:11]=1[CH3:12].[C:14]([C:16]([C:19]1[CH:20]=[C:21]([CH:25]=[CH:26][N:27]=1)[C:22](O)=[O:23])([CH3:18])[CH3:17])#[N:15].C1C=NC2N(O)N=NC=2C=1, predict the reaction product. The product is: [Br:5][C:6]1[CH:7]=[C:8]([NH:13][C:22](=[O:23])[C:21]2[CH:25]=[CH:26][N:27]=[C:19]([C:16]([C:14]#[N:15])([CH3:17])[CH3:18])[CH:20]=2)[CH:9]=[N:10][C:11]=1[CH3:12]. (5) Given the reactants [Cl:1][C:2]1[N:7]=[CH:6][C:5]([CH3:8])=[CH:4][C:3]=1[I:9].[Br:10]N1C(=O)CCC1=O.N(C(C)(C)C#N)=NC(C)(C)C#N, predict the reaction product. The product is: [Br:10][CH2:8][C:5]1[CH:6]=[N:7][C:2]([Cl:1])=[C:3]([I:9])[CH:4]=1. (6) Given the reactants O[C@@H]1CC[N:4]([C:7]([C:9]2[CH:14]=[CH:13][C:12](OC(F)(F)F)=[CH:11][CH:10]=2)=[O:8])[C@H]1C(NOCC1C=CC=CC=1)=O.COC(=O)C(NC(=O)C1C=CC(C#CC#CC2C=CC(N)=CC=2)=CC=1)CNC(OC(C)(C)C)=O.CCN(CC)CC, predict the reaction product. The product is: [C:7]([NH2:4])(=[O:8])[C:9]1[CH:14]=[CH:13][CH:12]=[CH:11][CH:10]=1. (7) The product is: [Br:1][C:2]1[CH:11]=[C:10]2[C:5]([C:6](=[O:18])[N:7]3[CH2:15][C:14]([CH3:16])([CH3:17])[CH2:13][CH:12]([F:20])[C:8]3=[N:9]2)=[CH:4][CH:3]=1. Given the reactants [Br:1][C:2]1[CH:11]=[C:10]2[C:5]([C:6](=[O:18])[N:7]3[CH2:15][C:14]([CH3:17])([CH3:16])[CH2:13][CH2:12][C:8]3=[N:9]2)=[CH:4][CH:3]=1.[B-](F)(F)(F)[F:20].[B-](F)(F)(F)F.C1[N+]2(CCl)CC[N+](F)(CC2)C1, predict the reaction product. (8) Given the reactants Cl[C:2]1[N:7]=[C:6]([O:8][CH3:9])[C:5]([N+:10]([O-:12])=[O:11])=[CH:4][CH:3]=1.[N:13]1([C:19]([O:21][C:22]([CH3:25])([CH3:24])[CH3:23])=[O:20])[CH2:18][CH2:17][NH:16][CH2:15][CH2:14]1.C(N(CC)CC)C, predict the reaction product. The product is: [CH3:9][O:8][C:6]1[N:7]=[C:2]([N:16]2[CH2:15][CH2:14][N:13]([C:19]([O:21][C:22]([CH3:25])([CH3:24])[CH3:23])=[O:20])[CH2:18][CH2:17]2)[CH:3]=[CH:4][C:5]=1[N+:10]([O-:12])=[O:11].